From a dataset of Forward reaction prediction with 1.9M reactions from USPTO patents (1976-2016). Predict the product of the given reaction. (1) Given the reactants C(OC(=O)[NH:7][C:8]1([C:12]2[CH:17]=[CH:16][C:15]([C:18]3[N:22]4[C:23]5[CH:35]=[CH:34][CH:33]=[N:32][C:24]=5[NH:25][C:26]5[CH:31]=[CH:30][CH:29]=[CH:28][C:27]=5[C:21]4=[N:20][C:19]=3[C:36]3[CH:41]=[CH:40][C:39]([C:42]([N:44]4[CH2:48][CH2:47][CH2:46][CH2:45]4)=[O:43])=[CH:38][CH:37]=3)=[CH:14][CH:13]=2)[CH2:11][CH2:10][CH2:9]1)(C)(C)C.[ClH:50].O1CCOCC1, predict the reaction product. The product is: [ClH:50].[ClH:50].[ClH:50].[N:44]1([C:42]([C:39]2[CH:40]=[CH:41][C:36]([C:19]3[N:20]=[C:21]4[C:27]5[CH:28]=[CH:29][CH:30]=[CH:31][C:26]=5[NH:25][C:24]5[N:32]=[CH:33][CH:34]=[CH:35][C:23]=5[N:22]4[C:18]=3[C:15]3[CH:14]=[CH:13][C:12]([C:8]4([NH2:7])[CH2:9][CH2:10][CH2:11]4)=[CH:17][CH:16]=3)=[CH:37][CH:38]=2)=[O:43])[CH2:45][CH2:46][CH2:47][CH2:48]1. (2) Given the reactants [CH:1]1([CH:7]([C:9]2[C:10]([CH3:24])=[N:11][N:12]([C:14]3[CH:19]=[CH:18][C:17]([C:20]([F:23])([F:22])[F:21])=[CH:16][CH:15]=3)[CH:13]=2)O)[CH2:6][CH2:5][CH2:4][CH2:3][CH2:2]1.[NH2:25][C:26]1[CH:31]=[CH:30][C:29]([C:32]([N:34]([CH3:42])[CH2:35][CH2:36][C:37]([O:39]CC)=[O:38])=[O:33])=[CH:28][CH:27]=1, predict the reaction product. The product is: [CH:1]1([CH:7]([NH:25][C:26]2[CH:27]=[CH:28][C:29]([C:32]([N:34]([CH3:42])[CH2:35][CH2:36][C:37]([OH:39])=[O:38])=[O:33])=[CH:30][CH:31]=2)[C:9]2[C:10]([CH3:24])=[N:11][N:12]([C:14]3[CH:19]=[CH:18][C:17]([C:20]([F:23])([F:22])[F:21])=[CH:16][CH:15]=3)[CH:13]=2)[CH2:6][CH2:5][CH2:4][CH2:3][CH2:2]1. (3) Given the reactants [CH:1]([C:4]1[CH:5]=[C:6](/[C:10](=[N:12]/[S@:13]([C:15]([CH3:18])([CH3:17])[CH3:16])=[O:14])/[CH3:11])[CH:7]=[CH:8][CH:9]=1)([CH3:3])[CH3:2].O.[BH4-].[Na+], predict the reaction product. The product is: [CH:1]([C:4]1[CH:5]=[C:6]([C@@H:10]([NH:12][S@:13]([C:15]([CH3:18])([CH3:16])[CH3:17])=[O:14])[CH3:11])[CH:7]=[CH:8][CH:9]=1)([CH3:3])[CH3:2]. (4) Given the reactants C1(P(C2C=CC=CC=2)C2C=CC=CC=2)C=CC=CC=1.CC(OC(/N=N/C(OC(C)(C)C)=O)=O)(C)C.[N:36]1[CH:41]=[CH:40][CH:39]=[C:38]([CH2:42][OH:43])[CH:37]=1.[Br:44][C:45]1[CH:46]=[C:47]2[C:52](=[CH:53][C:54]=1O)[N:51]=[C:50]([NH:56][C:57]1[CH:62]=[CH:61][CH:60]=[C:59]([CH2:63][N:64]3[CH2:69][CH2:68][O:67][CH2:66][CH2:65]3)[CH:58]=1)[N:49]=[CH:48]2, predict the reaction product. The product is: [Br:44][C:45]1[CH:46]=[C:47]2[C:52](=[CH:53][C:54]=1[O:43][CH2:42][C:38]1[CH:37]=[N:36][CH:41]=[CH:40][CH:39]=1)[N:51]=[C:50]([NH:56][C:57]1[CH:62]=[CH:61][CH:60]=[C:59]([CH2:63][N:64]3[CH2:65][CH2:66][O:67][CH2:68][CH2:69]3)[CH:58]=1)[N:49]=[CH:48]2.